From a dataset of NCI-60 drug combinations with 297,098 pairs across 59 cell lines. Regression. Given two drug SMILES strings and cell line genomic features, predict the synergy score measuring deviation from expected non-interaction effect. Drug 1: C1=CC(=CC=C1CCCC(=O)O)N(CCCl)CCCl. Drug 2: CN1C(=O)N2C=NC(=C2N=N1)C(=O)N. Cell line: HCC-2998. Synergy scores: CSS=-0.731, Synergy_ZIP=-4.10, Synergy_Bliss=-5.49, Synergy_Loewe=-12.6, Synergy_HSA=-8.33.